Task: Predict the product of the given reaction.. Dataset: Forward reaction prediction with 1.9M reactions from USPTO patents (1976-2016) (1) Given the reactants [C:1]1([S:7]([C:10](=[C:13](SC)SC)[C:11]#[N:12])(=[O:9])=[O:8])[CH:6]=[CH:5][CH:4]=[CH:3][CH:2]=1.[OH:18][CH2:19][CH2:20][CH2:21][NH:22][CH2:23][CH2:24][NH2:25], predict the reaction product. The product is: [OH:18][CH2:19][CH2:20][CH2:21][N:22]1[CH2:23][CH2:24][NH:25][C:13]1=[C:10]([S:7]([C:1]1[CH:6]=[CH:5][CH:4]=[CH:3][CH:2]=1)(=[O:8])=[O:9])[C:11]#[N:12]. (2) Given the reactants [CH:1]1[C:11]2[CH2:10][CH2:9][C:8]3[CH:12]=[CH:13][CH:14]=[CH:15][C:7]=3[N:6]([CH:16]3[CH2:21][CH2:20][CH2:19][C:18](=O)[CH2:17]3)[C:5]=2[CH:4]=[CH:3][CH:2]=1.C([O-])=O.[NH4+:26], predict the reaction product. The product is: [CH:1]1[C:11]2[CH2:10][CH2:9][C:8]3[CH:12]=[CH:13][CH:14]=[CH:15][C:7]=3[N:6]([CH:16]3[CH2:21][CH2:20][CH2:19][CH:18]([NH2:26])[CH2:17]3)[C:5]=2[CH:4]=[CH:3][CH:2]=1. (3) Given the reactants [Cl:1][C:2]1[CH:22]=[CH:21][C:5]([CH2:6][C:7]2[N:8]=[C:9]([C:15]3[CH:20]=[CH:19][N:18]=[CH:17][CH:16]=3)[S:10][C:11]=2[C:12](O)=[O:13])=[CH:4][CH:3]=1.C1C=[CH:25][C:26]2N(O)N=[N:29][C:27]=2C=1.CCN=C=NCCCN(C)C.C(N)C=C, predict the reaction product. The product is: [CH2:27]([NH:29][C:12]([C:11]1[S:10][C:9]([C:15]2[CH:16]=[CH:17][N:18]=[CH:19][CH:20]=2)=[N:8][C:7]=1[CH2:6][C:5]1[CH:21]=[CH:22][C:2]([Cl:1])=[CH:3][CH:4]=1)=[O:13])[CH:26]=[CH2:25]. (4) Given the reactants N1C2C(=CC=CC=2)CC1[S:10]([C:13]1[CH:18]=[CH:17][C:16]([C:19]2[NH:23][C:22]3[CH:24]=[CH:25][C:26]([C:28]([NH2:30])=[O:29])=[CH:27][C:21]=3[N:20]=2)=[CH:15][CH:14]=1)(=[O:12])=[O:11].[NH:31]1[C:39]2[C:34](=[CH:35][CH:36]=[CH:37][CH:38]=2)[CH2:33][CH:32]1S(C1C=CC(C=O)=CC=1)(=O)=O.C(NS(C1C=CC(C=O)=CC=1)(=O)=O)C1C=CC=CC=1, predict the reaction product. The product is: [N:31]1([S:10]([C:13]2[CH:18]=[CH:17][C:16]([C:19]3[NH:23][C:22]4[CH:24]=[CH:25][C:26]([C:28]([NH2:30])=[O:29])=[CH:27][C:21]=4[N:20]=3)=[CH:15][CH:14]=2)(=[O:11])=[O:12])[C:39]2[C:34](=[CH:35][CH:36]=[CH:37][CH:38]=2)[CH2:33][CH2:32]1. (5) The product is: [CH:5]1[C:16]2([CH2:21][CH2:20][CH2:19][CH2:18][CH2:17]2)[CH2:22][CH2:1][C:2](=[O:3])[CH:4]=1. Given the reactants [CH3:1][C:2]([CH:4]=[CH2:5])=[O:3].C([O-])(=O)C.[Na+].C(O)(=O)C.O.[C:16]1([CH3:22])[CH:21]=[CH:20][CH:19]=[CH:18][CH:17]=1, predict the reaction product. (6) Given the reactants [C:1]([OH:12])(=[O:11])/[CH:2]=[CH:3]/[CH2:4][CH2:5][CH2:6][CH2:7][CH2:8][CH2:9][CH3:10].[CH3:13][N:14]([CH3:19])[CH2:15][CH2:16][CH2:17]O, predict the reaction product. The product is: [C:1]([O:12][CH2:17][CH2:16][CH2:15][N:14]([CH3:19])[CH3:13])(=[O:11])/[CH:2]=[CH:3]/[CH2:4][CH2:5][CH2:6][CH2:7][CH2:8][CH2:9][CH3:10]. (7) Given the reactants Cl[C:2]1[N:7]=[CH:6][N:5]=[C:4]([O:8][CH:9]2[CH2:14][CH2:13][N:12]([C:15]([O:17][C:18]([CH3:21])([CH3:20])[CH3:19])=[O:16])[CH2:11][CH2:10]2)[C:3]=1[CH3:22].[OH:23][C:24]1[CH:31]=[CH:30][C:27]([CH:28]=[O:29])=[CH:26][CH:25]=1.C(=O)([O-])[O-].[Cs+].[Cs+], predict the reaction product. The product is: [CH:28]([C:27]1[CH:30]=[CH:31][C:24]([O:23][C:2]2[N:7]=[CH:6][N:5]=[C:4]([O:8][CH:9]3[CH2:14][CH2:13][N:12]([C:15]([O:17][C:18]([CH3:21])([CH3:20])[CH3:19])=[O:16])[CH2:11][CH2:10]3)[C:3]=2[CH3:22])=[CH:25][CH:26]=1)=[O:29]. (8) Given the reactants [H-].[Na+].[Br:3][C:4]1[CH:5]=[CH:6][C:7]2[C:8]3[CH2:16][N:15]([C:17]([O:19][C:20]([CH3:23])([CH3:22])[CH3:21])=[O:18])[CH2:14][CH2:13][C:9]=3[NH:10][C:11]=2[CH:12]=1.[CH3:24]I, predict the reaction product. The product is: [Br:3][C:4]1[CH:5]=[CH:6][C:7]2[C:8]3[CH2:16][N:15]([C:17]([O:19][C:20]([CH3:23])([CH3:22])[CH3:21])=[O:18])[CH2:14][CH2:13][C:9]=3[N:10]([CH3:24])[C:11]=2[CH:12]=1.